This data is from Reaction yield outcomes from USPTO patents with 853,638 reactions. The task is: Predict the reaction yield, written as a fraction of the theoretical maximum amount of product (1.0 means a 100% yield; for example, 0.34 means a 34% yield). (1) The reactants are [CH:1]([N:4]1[C:8]([C:9]2[N:10]=[C:11]3[C:17]4[CH:18]=[CH:19][C:20]([C:22]5[CH:23]=[N:24][N:25]([C:27]([CH3:32])([CH3:31])[C:28](O)=[O:29])[CH:26]=5)=[CH:21][C:16]=4[O:15][CH2:14][CH2:13][N:12]3[CH:33]=2)=[N:7][C:6]([CH3:34])=[N:5]1)([CH3:3])[CH3:2].[NH4+].[Cl-].CC[N:39](C(C)C)C(C)C.F[P-](F)(F)(F)(F)F.C[N+](C)=C(N(C)C)ON1C2N=CC=CC=2N=N1.C(=O)(O)[O-].[Na+]. The catalyst is CN(C=O)C. The product is [CH:1]([N:4]1[C:8]([C:9]2[N:10]=[C:11]3[C:17]4[CH:18]=[CH:19][C:20]([C:22]5[CH:23]=[N:24][N:25]([C:27]([CH3:32])([CH3:31])[C:28]([NH2:39])=[O:29])[CH:26]=5)=[CH:21][C:16]=4[O:15][CH2:14][CH2:13][N:12]3[CH:33]=2)=[N:7][C:6]([CH3:34])=[N:5]1)([CH3:2])[CH3:3]. The yield is 0.820. (2) The reactants are [OH:1][CH:2]1[CH2:20][CH:19]2[N:4]([C:5](=[O:39])[CH:6]([NH:31][C:32]([O:34][C:35]([CH3:38])([CH3:37])[CH3:36])=[O:33])[CH2:7][CH2:8][CH2:9][CH2:10][CH2:11][CH:12]=[CH:13][CH:14]3[C:16]([C:22]([NH:24][S:25]([CH:28]4[CH2:30][CH2:29]4)(=[O:27])=[O:26])=[O:23])([NH:17][C:18]2=[O:21])[CH2:15]3)[CH2:3]1.[F:40][C:41]1[CH:49]=[CH:48][C:44]([C:45](Cl)=[O:46])=[CH:43][CH:42]=1. No catalyst specified. The product is [F:40][C:41]1[CH:49]=[CH:48][C:44]([C:45]([O:1][CH:2]2[CH2:20][CH:19]3[N:4]([C:5](=[O:39])[CH:6]([NH:31][C:32]([O:34][C:35]([CH3:36])([CH3:38])[CH3:37])=[O:33])[CH2:7][CH2:8][CH2:9][CH2:10][CH2:11][CH:12]=[CH:13][CH:14]4[C:16]([C:22]([NH:24][S:25]([CH:28]5[CH2:30][CH2:29]5)(=[O:27])=[O:26])=[O:23])([NH:17][C:18]3=[O:21])[CH2:15]4)[CH2:3]2)=[O:46])=[CH:43][CH:42]=1. The yield is 0.0910. (3) The reactants are [OH:1][C:2]1[CH:7]=[C:6]([CH3:8])[C:5]([C:9]2[CH:14]=[CH:13][CH:12]=[C:11]([CH2:15][O:16][C:17]3[CH:22]=[CH:21][C:20]([C:23]4([CH2:27][C:28]([O:30][CH2:31][CH3:32])=[O:29])[CH2:26][O:25][CH2:24]4)=[CH:19][CH:18]=3)[CH:10]=2)=[C:4]([CH3:33])[CH:3]=1.CC1C=CC(S(O[CH:45]([CH2:48][F:49])[CH2:46][F:47])(=O)=O)=CC=1.C(=O)([O-])[O-].[Cs+].[Cs+]. The product is [F:47][CH2:46][CH:45]([O:1][C:2]1[CH:3]=[C:4]([CH3:33])[C:5]([C:9]2[CH:14]=[CH:13][CH:12]=[C:11]([CH2:15][O:16][C:17]3[CH:22]=[CH:21][C:20]([C:23]4([CH2:27][C:28]([O:30][CH2:31][CH3:32])=[O:29])[CH2:24][O:25][CH2:26]4)=[CH:19][CH:18]=3)[CH:10]=2)=[C:6]([CH3:8])[CH:7]=1)[CH2:48][F:49]. The yield is 0.880. The catalyst is CN(C=O)C. (4) The reactants are [NH2:1][C:2]1[CH:7]=[CH:6][C:5]([NH2:8])=[CH:4][CH:3]=1.[CH2:9]([N:11]=[C:12]=[O:13])[CH3:10].C(=O)([O-])[O-].[K+].[K+]. The catalyst is C1COCC1. The yield is 0.620. The product is [CH2:9]([NH:11][C:12]([NH:1][C:2]1[CH:7]=[CH:6][C:5]([NH2:8])=[CH:4][CH:3]=1)=[O:13])[CH3:10].